Task: Predict the reaction yield, written as a fraction of the theoretical maximum amount of product (1.0 means a 100% yield; for example, 0.34 means a 34% yield).. Dataset: Reaction yield outcomes from USPTO patents with 853,638 reactions (1) The reactants are [NH2:1][C:2]1[C:3]([C:18]([O:20]C)=O)=[N:4][C:5]([C:8]2[C:17]3[C:12](=[CH:13][CH:14]=[CH:15][CH:16]=3)[CH:11]=[CH:10][CH:9]=2)=[CH:6][N:7]=1.[NH3:22]. The catalyst is CO. The product is [NH2:1][C:2]1[C:3]([C:18]([NH2:22])=[O:20])=[N:4][C:5]([C:8]2[C:17]3[C:12](=[CH:13][CH:14]=[CH:15][CH:16]=3)[CH:11]=[CH:10][CH:9]=2)=[CH:6][N:7]=1. The yield is 0.790. (2) The reactants are [CH3:1][S:2]([C:5]1[CH:10]=[CH:9][C:8]([C:11]2[C:12]([O:29][C:30]3[CH:35]=[CH:34][C:33]([O:36][CH2:37][CH2:38][N:39]4[CH2:44][CH2:43][CH2:42][CH2:41][CH2:40]4)=[CH:32][CH:31]=3)=[C:13]3[C:18](=[CH:19][CH:20]=2)[CH:17]=[C:16]([O:21][C:22](=[O:28])[O:23][CH2:24][CH:25]([CH3:27])[CH3:26])[CH:15]=[CH:14]3)=[CH:7][CH:6]=1)(=[O:4])=[O:3].[ClH:45].CCOCC. The catalyst is ClCCl. The product is [ClH:45].[CH3:1][S:2]([C:5]1[CH:6]=[CH:7][C:8]([C:11]2[C:12]([O:29][C:30]3[CH:31]=[CH:32][C:33]([O:36][CH2:37][CH2:38][N:39]4[CH2:40][CH2:41][CH2:42][CH2:43][CH2:44]4)=[CH:34][CH:35]=3)=[C:13]3[C:18](=[CH:19][CH:20]=2)[CH:17]=[C:16]([O:21][C:22](=[O:28])[O:23][CH2:24][CH:25]([CH3:26])[CH3:27])[CH:15]=[CH:14]3)=[CH:9][CH:10]=1)(=[O:4])=[O:3]. The yield is 0.730.